This data is from Forward reaction prediction with 1.9M reactions from USPTO patents (1976-2016). The task is: Predict the product of the given reaction. Given the reactants [CH2:1]([O:3][C:4](=[O:12])[C:5]1[CH:10]=[CH:9][CH:8]=[C:7]([NH2:11])[CH:6]=1)[CH3:2].[N:13]([O-])=O.[Na+].O.O.Cl[Sn]Cl, predict the reaction product. The product is: [NH:11]([C:7]1[CH:6]=[C:5]([CH:10]=[CH:9][CH:8]=1)[C:4]([O:3][CH2:1][CH3:2])=[O:12])[NH2:13].